From a dataset of Forward reaction prediction with 1.9M reactions from USPTO patents (1976-2016). Predict the product of the given reaction. (1) Given the reactants [C:1]([C:5]1[CH:43]=[CH:42][C:8]([C:9]([NH:11][C@@H:12]([CH2:16][C:17]2[CH:22]=[CH:21][C:20]([C:23]3[N:27]=[C:26]([C:28]4[CH:33]=[CH:32][C:31]([O:34][CH2:35][CH2:36][CH2:37][CH2:38][CH2:39][CH2:40][CH3:41])=[CH:30][CH:29]=4)[O:25][N:24]=3)=[CH:19][CH:18]=2)[C:13](O)=[O:14])=[O:10])=[CH:7][CH:6]=1)([CH3:4])([CH3:3])[CH3:2].C1C=CC2N(O)N=NC=2C=1.CCN=C=NCCCN(C)C.[NH2:65][CH2:66][C:67]([O:69]C(C)(C)C)=[O:68], predict the reaction product. The product is: [C:1]([C:5]1[CH:43]=[CH:42][C:8]([C:9]([NH:11][C@@H:12]([CH2:16][C:17]2[CH:22]=[CH:21][C:20]([C:23]3[N:27]=[C:26]([C:28]4[CH:29]=[CH:30][C:31]([O:34][CH2:35][CH2:36][CH2:37][CH2:38][CH2:39][CH2:40][CH3:41])=[CH:32][CH:33]=4)[O:25][N:24]=3)=[CH:19][CH:18]=2)[C:13]([NH:65][CH2:66][C:67]([OH:69])=[O:68])=[O:14])=[O:10])=[CH:7][CH:6]=1)([CH3:4])([CH3:2])[CH3:3]. (2) Given the reactants [Br:1][C:2]1[C:3]([CH:31]=O)=[C:4]([C:27]([F:30])([F:29])[F:28])[CH:5]=[C:6]2[C:11]=1[NH:10][C:9](=[O:12])[N:8]([CH2:13][C:14]1[CH:19]=[C:18]([Cl:20])[CH:17]=[CH:16][C:15]=1[S:21]([CH2:24][CH3:25])(=[O:23])=[O:22])[C:7]2=[O:26].C(O[C:38](=O)[N:39](C)[C@H:40]1[CH2:45][CH2:44][CH2:43][NH:42][CH2:41]1)(C)(C)C, predict the reaction product. The product is: [Br:1][C:2]1[C:3]([CH2:31][N:42]2[CH2:43][CH2:44][CH2:45][C@H:40]([NH:39][CH3:38])[CH2:41]2)=[C:4]([C:27]([F:30])([F:29])[F:28])[CH:5]=[C:6]2[C:11]=1[NH:10][C:9](=[O:12])[N:8]([CH2:13][C:14]1[CH:19]=[C:18]([Cl:20])[CH:17]=[CH:16][C:15]=1[S:21]([CH2:24][CH3:25])(=[O:23])=[O:22])[C:7]2=[O:26]. (3) Given the reactants [CH3:1][O:2][C:3]1[CH:4]=[CH:5][C:6]2[S:10]N=N[C:7]=2[CH:11]=1.[Cl:12][C:13]1[CH:18]=[C:17]([C:19](=[CH2:24])[C:20]([F:23])([F:22])[F:21])[CH:16]=[C:15]([Cl:25])[CH:14]=1, predict the reaction product. The product is: [Cl:12][C:13]1[CH:18]=[C:17]([C:19]2([C:20]([F:23])([F:21])[F:22])[S:10][C:6]3[CH:5]=[CH:4][C:3]([O:2][CH3:1])=[CH:11][C:7]=3[CH2:24]2)[CH:16]=[C:15]([Cl:25])[CH:14]=1. (4) Given the reactants [C:1]([C:3]1[CH:11]=[CH:10][C:6]([C:7]([NH2:9])=[O:8])=[CH:5][C:4]=1[N+:12]([O-:14])=[O:13])#[CH:2].Cl[C:16]([O:18][CH3:19])=[O:17].[H-].[Na+].Cl, predict the reaction product. The product is: [CH3:19][O:18][C:16]([NH:9][C:7](=[O:8])[C:6]1[CH:10]=[CH:11][C:3]([C:1]#[CH:2])=[C:4]([N+:12]([O-:14])=[O:13])[CH:5]=1)=[O:17]. (5) Given the reactants [CH2:1]([O:8][CH2:9][CH2:10][CH:11]=[C:12]([C:30]([O:32][C:33]([CH3:36])([CH3:35])[CH3:34])=[O:31])[CH2:13][C@@H:14]([C:23]([O:25][C:26]([CH3:29])([CH3:28])[CH3:27])=[O:24])[NH:15][C:16]([O:18][C:19]([CH3:22])([CH3:21])[CH3:20])=[O:17])[C:2]1[CH:7]=[CH:6][CH:5]=[CH:4][CH:3]=1.N1C=CC=CC=1, predict the reaction product. The product is: [CH2:1]([O:8][CH2:9][CH2:10][CH2:11][C@@H:12]([C:30]([O:32][C:33]([CH3:36])([CH3:35])[CH3:34])=[O:31])[CH2:13][C@@H:14]([C:23]([O:25][C:26]([CH3:28])([CH3:27])[CH3:29])=[O:24])[NH:15][C:16]([O:18][C:19]([CH3:20])([CH3:21])[CH3:22])=[O:17])[C:2]1[CH:3]=[CH:4][CH:5]=[CH:6][CH:7]=1. (6) Given the reactants [C:1]([C:3]1[CH:8]=[CH:7][C:6]([C:9]2[N:13]3[N:14]=[C:15]([C:18]4[CH:39]=[CH:38][C:21]([C:22]([N:24]5[CH2:29][CH2:28][CH:27]([NH:30]C(=O)OC(C)(C)C)[CH2:26][CH2:25]5)=[O:23])=[CH:20][CH:19]=4)[CH:16]=[CH:17][C:12]3=[N:11][CH:10]=2)=[CH:5][CH:4]=1)#[N:2].C(O)(C(F)(F)F)=O, predict the reaction product. The product is: [NH2:30][CH:27]1[CH2:26][CH2:25][N:24]([C:22]([C:21]2[CH:20]=[CH:19][C:18]([C:15]3[CH:16]=[CH:17][C:12]4[N:13]([C:9]([C:6]5[CH:7]=[CH:8][C:3]([C:1]#[N:2])=[CH:4][CH:5]=5)=[CH:10][N:11]=4)[N:14]=3)=[CH:39][CH:38]=2)=[O:23])[CH2:29][CH2:28]1. (7) Given the reactants F[C:2]1[CH:3]=[C:4]([C:34]2[C:35]([C:40]#[N:41])=[CH:36][CH:37]=[CH:38][CH:39]=2)[CH:5]=[CH:6][C:7]=1[CH2:8][C:9]1[C:10](=[O:33])[N:11]([C@H:21]2[CH2:26][CH2:25][C@H:24]([O:27][CH:28]([CH:30]3[CH2:32][O:31]3)[CH3:29])[CH2:23][CH2:22]2)[C:12]2[N:13]([N:18]=[CH:19][N:20]=2)[C:14]=1[CH2:15][CH2:16][CH3:17].CCCC[N+](CCCC)(CCCC)CCCC.[FH:59].[FH:60].[F-], predict the reaction product. The product is: [F:59][C:2]1[CH:3]=[C:4]([C:34]2[C:35]([C:40]#[N:41])=[CH:36][CH:37]=[CH:38][CH:39]=2)[CH:5]=[CH:6][C:7]=1[CH2:8][C:9]1[C:10](=[O:33])[N:11]([C@H:21]2[CH2:26][CH2:25][C@H:24]([O:27][CH:28]([CH3:29])[CH:30]([OH:31])[CH2:32][F:60])[CH2:23][CH2:22]2)[C:12]2[N:13]([N:18]=[CH:19][N:20]=2)[C:14]=1[CH2:15][CH2:16][CH3:17].